This data is from Full USPTO retrosynthesis dataset with 1.9M reactions from patents (1976-2016). The task is: Predict the reactants needed to synthesize the given product. (1) Given the product [F:28][CH:26]([F:27])[C:24]1[CH:23]=[C:22]([C:29]2[CH:34]=[CH:33][C:32]([C:35]([F:37])([F:36])[F:38])=[CH:31][CH:30]=2)[N:21]=[C:20]([C:16]2[CH:15]=[C:14]([C:11]3[S:10][C:9]([S:6]([NH2:5])(=[O:8])=[O:7])=[CH:13][CH:12]=3)[CH:19]=[CH:18][CH:17]=2)[N:25]=1, predict the reactants needed to synthesize it. The reactants are: C([NH:5][S:6]([C:9]1[S:10][C:11]([C:14]2[CH:19]=[CH:18][CH:17]=[C:16]([C:20]3[N:25]=[C:24]([CH:26]([F:28])[F:27])[CH:23]=[C:22]([C:29]4[CH:34]=[CH:33][C:32]([C:35]([F:38])([F:37])[F:36])=[CH:31][CH:30]=4)[N:21]=3)[CH:15]=2)=[CH:12][CH:13]=1)(=[O:8])=[O:7])(C)(C)C.C(O)(C(F)(F)F)=O. (2) Given the product [N+:34]([C:31]1[CH:30]=[CH:29][C:28]([N:25]2[CH2:26][CH2:27][NH:22][CH2:23][CH2:24]2)=[CH:33][CH:32]=1)([O-:36])=[O:35], predict the reactants needed to synthesize it. The reactants are: BrC1C=CC(OC2C=CC(C3([N:22]4[CH2:27][CH2:26][N:25]([C:28]5[CH:33]=[CH:32][C:31]([N+:34]([O-:36])=[O:35])=[CH:30][CH:29]=5)[CH2:24][CH2:23]4)C(=O)NC(=O)NC3=O)=CC=2)=CC=1. (3) The reactants are: [CH3:1][C:2]1[NH:6][C:5]2[CH:7]=[C:8]([O:12][CH2:13][CH2:14][C:15]([CH3:22])([CH3:21])[C:16]([O:18][CH2:19][CH3:20])=[O:17])[CH:9]=[C:10]([CH3:11])[C:4]=2[N:3]=1.C([O-])([O-])=O.[K+].[K+].CN(C=O)C.[Cl:34][C:35]1[CH:40]=[C:39]([Cl:41])[CH:38]=[CH:37][C:36]=1[CH2:42]Cl. Given the product [Cl:34][C:35]1[CH:40]=[C:39]([Cl:41])[CH:38]=[CH:37][C:36]=1[CH2:42][N:6]1[C:5]2[CH:7]=[C:8]([O:12][CH2:13][CH2:14][C:15]([CH3:21])([CH3:22])[C:16]([O:18][CH2:19][CH3:20])=[O:17])[CH:9]=[C:10]([CH3:11])[C:4]=2[N:3]=[C:2]1[CH3:1], predict the reactants needed to synthesize it. (4) Given the product [Cl:29][C:24]1[CH:23]=[C:22]([CH:20]2[CH2:21][N:17]([C:15]([CH:12]3[CH2:13][CH2:14][CH:9]([NH:7][CH3:6])[CH2:10][CH2:11]3)=[O:16])[CH2:18][CH:19]2[CH:30]([O:32][C:33]2[CH:38]=[CH:37][C:36]([C:39]#[N:40])=[CH:35][N:34]=2)[CH3:31])[CH:27]=[CH:26][C:25]=1[Cl:28], predict the reactants needed to synthesize it. The reactants are: C(O[C:6](=O)[N:7]([CH:9]1[CH2:14][CH2:13][CH:12]([C:15]([N:17]2[CH2:21][CH:20]([C:22]3[CH:27]=[CH:26][C:25]([Cl:28])=[C:24]([Cl:29])[CH:23]=3)[CH:19]([CH:30]([O:32][C:33]3[CH:38]=[CH:37][C:36]([C:39]#[N:40])=[CH:35][N:34]=3)[CH3:31])[CH2:18]2)=[O:16])[CH2:11][CH2:10]1)C)(C)(C)C.C(O)(C(F)(F)F)=O.C([O-])(O)=O.[Na+]. (5) Given the product [C:34]([NH:38][C:11](=[O:12])[C:9]1[CH:8]=[C:7]([C:14]2[N:15]([CH2:27][CH:28]3[CH2:29][CH2:30][CH2:31][CH2:32][CH2:33]3)[C:16]([CH3:26])=[C:17]([C:19](=[O:25])[NH:20][CH:21]3[CH2:24][O:23][CH2:22]3)[CH:18]=2)[CH:6]=[C:5]([C:1]([CH3:3])([CH3:4])[CH3:2])[N:10]=1)([CH3:37])([CH3:36])[CH3:35], predict the reactants needed to synthesize it. The reactants are: [C:1]([C:5]1[N:10]=[C:9]([C:11](O)=[O:12])[CH:8]=[C:7]([C:14]2[N:15]([CH2:27][CH:28]3[CH2:33][CH2:32][CH2:31][CH2:30][CH2:29]3)[C:16]([CH3:26])=[C:17]([C:19](=[O:25])[NH:20][CH:21]3[CH2:24][O:23][CH2:22]3)[CH:18]=2)[CH:6]=1)([CH3:4])([CH3:3])[CH3:2].[C:34]([NH2:38])([CH3:37])([CH3:36])[CH3:35].CN(C(ON1N=NC2C=CC=NC1=2)=[N+](C)C)C.F[P-](F)(F)(F)(F)F.CCN(C(C)C)C(C)C.